This data is from Forward reaction prediction with 1.9M reactions from USPTO patents (1976-2016). The task is: Predict the product of the given reaction. (1) The product is: [N:29]([C:10]1[C:9]([S:8][CH2:1][C:2]2[CH:7]=[CH:6][CH:5]=[CH:4][CH:3]=2)=[CH:18][C:13]([C:14]([O:16][CH3:17])=[O:15])=[C:12]([NH:19][C:20]2[CH:25]=[CH:24][CH:23]=[CH:22][C:21]=2[Cl:26])[C:11]=1[F:27])=[N+:30]=[N-:31]. Given the reactants [CH2:1]([S:8][C:9]1[C:10](F)=[C:11]([F:27])[C:12]([NH:19][C:20]2[CH:25]=[CH:24][CH:23]=[CH:22][C:21]=2[Cl:26])=[C:13]([CH:18]=1)[C:14]([O:16][CH3:17])=[O:15])[C:2]1[CH:7]=[CH:6][CH:5]=[CH:4][CH:3]=1.[N-:29]=[N+:30]=[N-:31].[Na+].O, predict the reaction product. (2) Given the reactants [CH:1]1([C:4]2[CH:5]=[C:6]([C:16](=[CH:22][CH:23]3[CH2:28][CH2:27][O:26][CH2:25][CH2:24]3)[C:17]([O:19]CC)=[O:18])[CH:7]=[CH:8][C:9]=2[S:10]([CH:13]2[CH2:15][CH2:14]2)(=[O:12])=[O:11])[CH2:3][CH2:2]1.[OH-].[K+], predict the reaction product. The product is: [CH:1]1([C:4]2[CH:5]=[C:6](/[C:16](=[CH:22]\[CH:23]3[CH2:24][CH2:25][O:26][CH2:27][CH2:28]3)/[C:17]([OH:19])=[O:18])[CH:7]=[CH:8][C:9]=2[S:10]([CH:13]2[CH2:14][CH2:15]2)(=[O:12])=[O:11])[CH2:3][CH2:2]1.